From a dataset of Full USPTO retrosynthesis dataset with 1.9M reactions from patents (1976-2016). Predict the reactants needed to synthesize the given product. (1) Given the product [NH2:1][C:4]1[CH:12]=[CH:11][CH:10]=[C:9]2[C:5]=1[CH:6]=[CH:7][N:8]2[CH2:13][C:14]1[C:22]2[C:17](=[N:18][CH:19]=[CH:20][CH:21]=2)[N:16]([C:23]([O:25][C:26]([CH3:29])([CH3:28])[CH3:27])=[O:24])[CH:15]=1, predict the reactants needed to synthesize it. The reactants are: [N+:1]([C:4]1[CH:12]=[CH:11][CH:10]=[C:9]2[C:5]=1[CH:6]=[CH:7][N:8]2[CH2:13][C:14]1[C:22]2[C:17](=[N:18][CH:19]=[CH:20][CH:21]=2)[N:16]([C:23]([O:25][C:26]([CH3:29])([CH3:28])[CH3:27])=[O:24])[CH:15]=1)([O-])=O. (2) Given the product [F:8][C:6]1[CH:5]=[C:4]([CH:3]=[C:2]([F:1])[CH:7]=1)[CH2:9][C@H:10]([NH:14][C:15](=[O:21])[C:43]1[CH:47]=[C:48]([CH3:50])[CH:49]=[C:41]([C:39]([N:38]([CH2:35][CH2:36][CH3:37])[CH2:52][CH2:53][CH3:54])=[O:40])[CH:42]=1)[C@H:11]([OH:12])[CH2:13][NH:34][CH2:31][C:32]1[CH:33]=[CH:24][O:23][CH:27]=1, predict the reactants needed to synthesize it. The reactants are: [F:1][C:2]1[CH:3]=[C:4]([CH2:9][C@H:10]([NH:14][C:15](=[O:21])OC(C)(C)C)[C@H:11]2[CH2:13][O:12]2)[CH:5]=[C:6]([F:8])[CH:7]=1.C[O:23][C:24]1[CH:33]=[C:32]2[C:27](CCC[CH:31]2[NH2:34])=CC=1.[CH2:35]([N:38]([CH2:52][CH2:53][CH3:54])[C:39]([C:41]1[CH:42]=[C:43]([CH:47]=[C:48]([CH2:50]C)[CH:49]=1)C(O)=O)=[O:40])[CH2:36][CH3:37]. (3) Given the product [CH3:22][O:21][CH2:20][O:19][C:9]1[C:8]([Br:23])=[C:7]([CH2:26][CH2:27][O:28][CH2:29][CH:30]([OH:34])[CH2:43][OH:39])[C:12]([CH2:13][CH3:14])=[C:11]([O:15][CH2:16][O:17][CH3:18])[CH:10]=1, predict the reactants needed to synthesize it. The reactants are: C(OCC[C:7]1[C:8]([Br:23])=[C:9]([O:19][CH2:20][O:21][CH3:22])[CH:10]=[C:11]([O:15][CH2:16][O:17][CH3:18])[C:12]=1[CH2:13][CH3:14])C=C.C[N+]1([O-])[CH2:30][CH2:29][O:28][CH2:27][CH2:26]1.S([O-])([O-])(=[O:34])=S.[Na+].[Na+].[O:39]1[CH2:43]CCC1. (4) Given the product [O:1]=[C:2]1[C:6]([C:13]2[CH:18]=[CH:17][CH:16]=[CH:15][CH:14]=2)([C:7]2[CH:12]=[CH:11][CH:10]=[CH:9][CH:8]=2)[CH2:5][CH2:4][N:3]1[CH2:19][C:20]([Cl:31])=[O:22], predict the reactants needed to synthesize it. The reactants are: [O:1]=[C:2]1[C:6]([C:13]2[CH:18]=[CH:17][CH:16]=[CH:15][CH:14]=2)([C:7]2[CH:12]=[CH:11][CH:10]=[CH:9][CH:8]=2)[CH2:5][CH2:4][N:3]1[CH2:19][C:20]([OH:22])=O.CN(C)C=O.C(Cl)(=O)C([Cl:31])=O.